From a dataset of Full USPTO retrosynthesis dataset with 1.9M reactions from patents (1976-2016). Predict the reactants needed to synthesize the given product. Given the product [CH2:8]([N:11]([S:20]([CH2:23][C:24]1[CH:25]=[CH:26][CH:27]=[CH:28][CH:29]=1)(=[O:22])=[O:21])[C:12]([CH:14]1[CH2:15][CH2:16][N:17]([C:33](=[NH:37])[CH2:34][C:35]#[N:36])[CH2:18][CH2:19]1)=[O:13])[CH:9]=[CH2:10], predict the reactants needed to synthesize it. The reactants are: FC(F)(F)C(O)=O.[CH2:8]([N:11]([S:20]([CH2:23][C:24]1[CH:29]=[CH:28][CH:27]=[CH:26][CH:25]=1)(=[O:22])=[O:21])[C:12]([CH:14]1[CH2:19][CH2:18][NH:17][CH2:16][CH2:15]1)=[O:13])[CH:9]=[CH2:10].C(O[C:33](=[NH:37])[CH2:34][C:35]#[N:36])C.CCN(C(C)C)C(C)C.